This data is from CYP1A2 inhibition data for predicting drug metabolism from PubChem BioAssay. The task is: Regression/Classification. Given a drug SMILES string, predict its absorption, distribution, metabolism, or excretion properties. Task type varies by dataset: regression for continuous measurements (e.g., permeability, clearance, half-life) or binary classification for categorical outcomes (e.g., BBB penetration, CYP inhibition). Dataset: cyp1a2_veith. (1) The compound is COC(=O)c1ccc(N=C2S/C(=C\c3cc(C)n(-c4cccnc4)c3C)C(=O)N2C)cc1. The result is 0 (non-inhibitor). (2) The drug is Cc1cccn2c(/C=N/OCc3cccc(F)c3)c(-c3ccc(Cl)cc3)nc12. The result is 1 (inhibitor). (3) The compound is Cc1ccc(/C=C2\SC(=S)N(CCCC(=O)Nc3ccccn3)C2=O)cc1. The result is 1 (inhibitor).